From a dataset of Reaction yield outcomes from USPTO patents with 853,638 reactions. Predict the reaction yield, written as a fraction of the theoretical maximum amount of product (1.0 means a 100% yield; for example, 0.34 means a 34% yield). (1) The reactants are [Si]([O:8][C@@H:9]1[CH2:13][CH2:12][N:11](C(OC(C)(C)C)=O)[CH2:10]1)(C(C)(C)C)(C)C.[CH3:21][O:22][C:23](=[O:35])[C:24](=[N+]=[N-])[C:25]1[CH:30]=[CH:29][C:28]([Cl:31])=[C:27]([Cl:32])[CH:26]=1.C(C(CC)(CC)C)C.FC(F)(F)C(O)=O. The catalyst is CC(C)(CC)C. The product is [ClH:31].[Cl:32][C:27]1[CH:26]=[C:25]([C@H:24]([C@@H:12]2[CH2:13][C@@H:9]([OH:8])[CH2:10][NH:11]2)[C:23]([O:22][CH3:21])=[O:35])[CH:30]=[CH:29][C:28]=1[Cl:31]. The yield is 0.350. (2) The yield is 0.450. The product is [CH3:2][C:3]1[CH:4]=[C:5]([CH:30]=[CH:28][CH:29]=1)[C:6]([NH:1][CH2:33][CH2:34][N:21]1[CH2:20][CH2:19][N:18]([C:13]2[CH:14]=[CH:15][CH:16]=[CH:17][N:12]=2)[CH2:23][CH2:22]1)=[O:9]. The reactants are [N:1]1[CH:6]=[CH:5][CH:4]=[CH:3][CH:2]=1.CS(Cl)(=O)=[O:9].[N:12]1[CH:17]=[CH:16][CH:15]=[CH:14][C:13]=1[N:18]1[CH2:23][CH2:22][NH:21][CH2:20][CH2:19]1.C(N(CC)[CH:28]([CH3:30])[CH3:29])(C)C.[C:33](OCC)(=O)[CH3:34]. The catalyst is ClCCl.